Dataset: Reaction yield outcomes from USPTO patents with 853,638 reactions. Task: Predict the reaction yield, written as a fraction of the theoretical maximum amount of product (1.0 means a 100% yield; for example, 0.34 means a 34% yield). (1) The reactants are [F:1][C:2]1[CH:3]=[C:4]([CH:6]=[C:7]([F:10])[C:8]=1[F:9])[NH2:5].[O:11]1[CH2:16][CH2:15][C:14](=O)[CH2:13][CH2:12]1.C(O)(=O)C1C=CC=CC=1.[Na].[BH4-].[Na+]. No catalyst specified. The product is [F:1][C:2]1[CH:3]=[C:4]([NH:5][CH:14]2[CH2:15][CH2:16][O:11][CH2:12][CH2:13]2)[CH:6]=[C:7]([F:10])[C:8]=1[F:9]. The yield is 0.410. (2) The reactants are [CH3:1][O:2][C:3]1[CH:4]=[C:5]2[C:10](=[CH:11][CH:12]=1)[N:9]=[C:8]([C:13]1[CH:14]=[N:15][CH:16]=[CH:17][CH:18]=1)[N:7]=[C:6]2O.O=P(Cl)(Cl)[Cl:22]. The catalyst is CN(C)C1C=CC=CC=1. The product is [Cl:22][C:6]1[C:5]2[C:10](=[CH:11][CH:12]=[C:3]([O:2][CH3:1])[CH:4]=2)[N:9]=[C:8]([C:13]2[CH:14]=[N:15][CH:16]=[CH:17][CH:18]=2)[N:7]=1. The yield is 0.404. (3) The reactants are [NH2:1][C:2]1[CH:3]=[C:4]([CH:7]=[C:8]([NH2:18])[C:9]=1[C:10]1[C:11](F)=[N:12][CH:13]=[C:14]([CH3:16])[CH:15]=1)[C:5]#[N:6]. The catalyst is O1CCOCC1.[Cl-].[NH+]1C=CC=CC=1. The product is [NH2:1][C:2]1[CH:3]=[C:4]([C:5]#[N:6])[CH:7]=[C:8]2[C:9]=1[C:10]1[CH:15]=[C:14]([CH3:16])[CH:13]=[N:12][C:11]=1[NH:18]2. The yield is 0.870. (4) The reactants are [Cl:1][C:2]1[N:7]=[C:6](Cl)[CH:5]=[C:4]([CH3:9])[N:3]=1.C(N(CC)C(C)C)(C)C.[NH2:19][C@@H:20]1[C:28]2[C:23](=[CH:24][CH:25]=[CH:26][CH:27]=2)[CH2:22][CH2:21]1. The catalyst is C(O)C. The product is [Cl:1][C:2]1[N:7]=[C:6]([NH:19][C@@H:20]2[C:28]3[C:23](=[CH:24][CH:25]=[CH:26][CH:27]=3)[CH2:22][CH2:21]2)[CH:5]=[C:4]([CH3:9])[N:3]=1. The yield is 0.460. (5) The reactants are [C:1]([O:5][C:6]([NH:8][CH:9]([CH2:13][CH:14]1[CH2:19][CH2:18][O:17][CH2:16][CH2:15]1)[C:10]([OH:12])=O)=[O:7])([CH3:4])([CH3:3])[CH3:2].Cl.[OH:21][C@@H:22]([CH2:52]O)[CH2:23][N:24]1[CH:28]=[CH:27][C:26]([NH:29]C(=O)[C@@H](N2CC(OC3C=CC=C(Cl)C=3Cl)=CC2=O)CC(C)C)=[N:25]1.[CH:54](N(CC)C(C)C)(C)C.F[P-](F)(F)(F)(F)F.N1(O[P+](N(C)C)(N(C)C)N(C)C)C2C=CC=CC=2N=N1. The catalyst is CN(C)C=O. The product is [C:1]([O:5][C:6](=[O:7])[NH:8][CH:9]([C:10](=[O:12])[NH:29][C:26]1[CH:27]=[CH:28][N:24]([CH2:23][C:22]([OH:21])([CH3:52])[CH3:54])[N:25]=1)[CH2:13][CH:14]1[CH2:19][CH2:18][O:17][CH2:16][CH2:15]1)([CH3:2])([CH3:3])[CH3:4]. The yield is 0.820. (6) The reactants are [CH2:1]([O:8][C:9]1[CH:17]=[CH:16][C:12]([C:13](Cl)=[O:14])=[CH:11][CH:10]=1)[C:2]1[CH:7]=[CH:6][CH:5]=[CH:4][CH:3]=1.Cl.[CH3:19][NH:20][O:21][CH3:22].C(N(CC)CC)C. The catalyst is C(Cl)Cl. The product is [CH2:1]([O:8][C:9]1[CH:17]=[CH:16][C:12]([C:13]([N:20]([O:21][CH3:22])[CH3:19])=[O:14])=[CH:11][CH:10]=1)[C:2]1[CH:7]=[CH:6][CH:5]=[CH:4][CH:3]=1. The yield is 0.950.